This data is from Full USPTO retrosynthesis dataset with 1.9M reactions from patents (1976-2016). The task is: Predict the reactants needed to synthesize the given product. (1) Given the product [Cl:1][C:2]1[CH:3]=[C:4]([CH:20]=[CH:21][CH:22]=1)[CH2:5][NH:6][C:7]([C:9]1[CH:10]=[C:11]([C:18]#[N:19])[C:12]2[C:16]([CH:17]=1)=[N:15][N:14]([CH2:24][CH2:25][N:26]1[CH2:30][CH2:29][O:28][C:27]1=[O:31])[CH:13]=2)=[O:8], predict the reactants needed to synthesize it. The reactants are: [Cl:1][C:2]1[CH:3]=[C:4]([CH:20]=[CH:21][CH:22]=1)[CH2:5][NH:6][C:7]([C:9]1[CH:17]=[C:16]2[C:12]([CH:13]=[N:14][NH:15]2)=[C:11]([C:18]#[N:19])[CH:10]=1)=[O:8].Cl[CH2:24][CH2:25][N:26]1[CH2:30][CH2:29][O:28][C:27]1=[O:31].N1C2C(=CC=CC=2)C=N1. (2) Given the product [Cl:11][C:9]1[CH:8]=[CH:7][C:5]([O:6][CH2:23][CH2:24][Cl:25])=[C:4]([CH:10]=1)[C:3]([O:2][CH3:1])=[O:12], predict the reactants needed to synthesize it. The reactants are: [CH3:1][O:2][C:3](=[O:12])[C:4]1[C:5](=[CH:7][CH:8]=[C:9]([Cl:11])[CH:10]=1)[OH:6].C1(C)C=CC(S(O[CH2:23][CH2:24][Cl:25])(=O)=O)=CC=1.C([O-])([O-])=O.[K+].[K+]. (3) Given the product [CH3:1][C@@H:2]1[C@H:20]([OH:21])[C@@H:19]([CH3:22])[C:17](=[O:18])[C:16]([CH3:24])([CH3:23])[C@@H:15]([OH:25])[CH2:14][C:12](=[O:13])[O:11][C@H:10](/[C:26](/[CH3:35])=[CH:27]/[C:28]2[N:32]=[C:31]([CH2:33][NH2:51])[S:30][CH:29]=2)[CH2:9][C@@H:7]2[O:8][C@:6]2([CH3:36])[CH2:5][CH2:4][CH2:3]1, predict the reactants needed to synthesize it. The reactants are: [CH3:1][C@@H:2]1[C@H:20]([OH:21])[C@@H:19]([CH3:22])[C:17](=[O:18])[C:16]([CH3:24])([CH3:23])[C@@H:15]([OH:25])[CH2:14][C:12](=[O:13])[O:11][C@H:10](/[C:26](/[CH3:35])=[CH:27]/[C:28]2[N:32]=[C:31]([CH2:33]O)[S:30][CH:29]=2)[CH2:9][C@@H:7]2[O:8][C@:6]2([CH3:36])[CH2:5][CH2:4][CH2:3]1.C1(P([N:51]=[N+]=[N-])(C2C=CC=CC=2)=O)C=CC=CC=1.N12CCCN=C1CCCCC2.C(C([O-])=O)(F)(F)F.[NH4+].[NH4+].[OH-].CP(C)C. (4) Given the product [C:21]1([C:15]2[CH:16]=[CH:17][CH:18]=[CH:19][CH:20]=2)[CH:28]=[CH:27][CH:26]=[CH:25][C:22]=1[CH2:23][N:13]1[C:9]2[CH:8]=[CH:7][N:6]=[C:5]([O:4][CH3:3])[C:10]=2[CH:11]=[C:12]1[CH3:14], predict the reactants needed to synthesize it. The reactants are: [H-].[Na+].[CH3:3][O:4][C:5]1[C:10]2[CH:11]=[C:12]([CH3:14])[NH:13][C:9]=2[CH:8]=[CH:7][N:6]=1.[C:15]1([C:21]2[CH:28]=[CH:27][CH:26]=[CH:25][C:22]=2[CH2:23]Br)[CH:20]=[CH:19][CH:18]=[CH:17][CH:16]=1. (5) Given the product [CH:21]1([C:19]([C:13]2[CH:14]=[C:15]([CH3:18])[CH:16]=[CH:17][C:12]=2[NH:11][C:9]([NH:8][C:5]2[S:6][CH:7]=[C:3]([CH2:2][NH:1][C:31]([NH2:32])=[NH:26])[N:4]=2)=[O:10])=[O:20])[CH2:25][CH2:24][CH2:23][CH2:22]1, predict the reactants needed to synthesize it. The reactants are: [NH2:1][CH2:2][C:3]1[N:4]=[C:5]([NH:8][C:9]([NH:11][C:12]2[CH:17]=[CH:16][C:15]([CH3:18])=[CH:14][C:13]=2[C:19]([CH:21]2[CH2:25][CH2:24][CH2:23][CH2:22]2)=[O:20])=[O:10])[S:6][CH:7]=1.[N:26]1([C:31](N)=[NH:32])C=CC=C1.CCN(C(C)C)C(C)C. (6) Given the product [C:24]([C:23]1[CH:26]=[CH:27][C:20]([O:12][C:8]2[CH:9]=[C:10]([CH3:11])[C:5]3[CH:4]([CH2:13][C:14]([O:16][CH2:17][CH3:18])=[O:15])[O:3][B:2]([OH:1])[C:6]=3[CH:7]=2)=[N:21][CH:22]=1)#[N:25], predict the reactants needed to synthesize it. The reactants are: [OH:1][B:2]1[C:6]2[CH:7]=[C:8]([OH:12])[CH:9]=[C:10]([CH3:11])[C:5]=2[CH:4]([CH2:13][C:14]([O:16][CH2:17][CH3:18])=[O:15])[O:3]1.Cl[C:20]1[CH:27]=[CH:26][C:23]([C:24]#[N:25])=[CH:22][N:21]=1.C(=O)([O-])[O-].[Cs+].[Cs+].